This data is from Reaction yield outcomes from USPTO patents with 853,638 reactions. The task is: Predict the reaction yield, written as a fraction of the theoretical maximum amount of product (1.0 means a 100% yield; for example, 0.34 means a 34% yield). The reactants are [CH3:1][C:2]1[CH:7]=[CH:6][N:5]=[C:4]([NH:8][C:9](=[O:25])[C:10]2[CH:15]=[CH:14][C:13]([B:16]3[O:20][C:19]([CH3:22])([CH3:21])[C:18]([CH3:24])([CH3:23])[O:17]3)=[CH:12][CH:11]=2)[CH:3]=1.[CH2:26](C1C=CN=C(N)C=1)[CH2:27]C. No catalyst specified. The product is [CH2:1]([C:2]1[CH:7]=[CH:6][N:5]=[C:4]([NH:8][C:9](=[O:25])[C:10]2[CH:11]=[CH:12][C:13]([B:16]3[O:20][C:19]([CH3:21])([CH3:22])[C:18]([CH3:24])([CH3:23])[O:17]3)=[CH:14][CH:15]=2)[CH:3]=1)[CH2:26][CH3:27]. The yield is 0.541.